Dataset: Peptide-MHC class I binding affinity with 185,985 pairs from IEDB/IMGT. Task: Regression. Given a peptide amino acid sequence and an MHC pseudo amino acid sequence, predict their binding affinity value. This is MHC class I binding data. (1) The peptide sequence is KTEHCDDFM. The MHC is HLA-A33:01 with pseudo-sequence HLA-A33:01. The binding affinity (normalized) is 0. (2) The peptide sequence is LTLLSVTRNDV. The MHC is Mamu-A01 with pseudo-sequence Mamu-A01. The binding affinity (normalized) is 0.137. (3) The peptide sequence is FLPSDYFPSV. The MHC is HLA-A32:01 with pseudo-sequence HLA-A32:01. The binding affinity (normalized) is 0.0644. (4) The peptide sequence is AIFQSSMTK. The MHC is HLA-A02:03 with pseudo-sequence HLA-A02:03. The binding affinity (normalized) is 0.